Dataset: Forward reaction prediction with 1.9M reactions from USPTO patents (1976-2016). Task: Predict the product of the given reaction. (1) Given the reactants [Br:1][C:2]1[CH:7]=[CH:6][C:5]([N:8]=[C:9]=[S:10])=[CH:4][CH:3]=1.[NH3:11], predict the reaction product. The product is: [Br:1][C:2]1[CH:7]=[CH:6][C:5]([NH:8][C:9]([NH2:11])=[S:10])=[CH:4][CH:3]=1. (2) The product is: [NH2:14][C:15]1[CH:24]=[CH:23][C:22]2[C:4](=[O:6])[C:3]3[C:2]([NH:18][C:17]=2[CH:16]=1)=[CH:10][C:9]([N+:11]([O-:13])=[O:12])=[CH:8][CH:7]=3. Given the reactants Cl[C:2]1[CH:10]=[C:9]([N+:11]([O-:13])=[O:12])[CH:8]=[CH:7][C:3]=1[C:4]([OH:6])=O.[NH2:14][C:15]1[CH:16]=[C:17]([CH:22]=[CH:23][CH:24]=1)[NH:18]C(=O)C, predict the reaction product. (3) Given the reactants [C:1]([C:3]1[CH:8]=[CH:7][C:6]([C:9]2([C:17]([OH:19])=[O:18])[N:13]3[CH:14]=[N:15][CH:16]=[C:12]3[CH2:11][CH2:10]2)=[C:5]([F:20])[CH:4]=1)#[N:2].CN(C=O)C.C(Cl)(=O)C(Cl)=O.[CH3:32][CH:33](O)[CH3:34], predict the reaction product. The product is: [CH:33]([O:18][C:17]([C:9]1([C:6]2[CH:7]=[CH:8][C:3]([C:1]#[N:2])=[CH:4][C:5]=2[F:20])[N:13]2[CH:14]=[N:15][CH:16]=[C:12]2[CH2:11][CH2:10]1)=[O:19])([CH3:34])[CH3:32]. (4) Given the reactants C1(C)C(C=O)=CC=CC=1.[CH3:10][NH:11][CH2:12][C:13]1[CH:18]=[CH:17][CH:16]=[CH:15][C:14]=1[CH3:19].CN.[BH4-].[Na+].Br[CH2:25][C:26]([C:28]1[CH:37]=[CH:36][C:35]2[C:30](=[CH:31][CH:32]=[CH:33][CH:34]=2)[CH:29]=1)=[O:27], predict the reaction product. The product is: [CH3:10][N:11]([CH2:12][C:13]1[CH:18]=[CH:17][CH:16]=[CH:15][C:14]=1[CH3:19])[CH2:25][CH:26]([C:28]1[CH:37]=[CH:36][C:35]2[C:30](=[CH:31][CH:32]=[CH:33][CH:34]=2)[CH:29]=1)[OH:27]. (5) Given the reactants C([Li])CCC.Br[C:7]1[CH:12]=[CH:11][CH:10]=[C:9]([Br:13])[N:8]=1.CN(C)[CH:16]=[O:17].[BH4-].[Na+], predict the reaction product. The product is: [Br:13][C:9]1[N:8]=[C:7]([CH2:16][OH:17])[CH:12]=[CH:11][CH:10]=1. (6) The product is: [Br:16][C:15]1[CH:14]=[CH:13][C:12]([OH:17])=[C:11]([O:19][CH2:1][C:2]2[CH:7]=[CH:6][CH:5]=[CH:4][CH:3]=2)[C:10]=1[Cl:9]. Given the reactants [CH2:1](Br)[C:2]1[CH:7]=[CH:6][CH:5]=[CH:4][CH:3]=1.[Cl:9][C:10]1[CH:11]=[C:12]([OH:17])[CH:13]=[CH:14][C:15]=1[Br:16].C([O-])([O-])=[O:19].[K+].[K+].Cl, predict the reaction product. (7) Given the reactants Cl.[F:2][C:3]1[CH:4]=[C:5]([N:15]2[CH2:19][C@H:18]([CH2:20][NH:21][C:22](=[O:24])[CH3:23])[O:17][C:16]2=[O:25])[CH:6]=[CH:7][C:8]=1[N:9]1[CH2:14][CH2:13][NH:12][CH2:11][CH2:10]1.C(=O)([O-])[O-].[K+].[K+].Br[C:33]1[O:37][C:36]([N+:38]([O-:40])=[O:39])=[CH:35][CH:34]=1.[OH-].[Na+], predict the reaction product. The product is: [F:2][C:3]1[CH:4]=[C:5]([N:15]2[CH2:19][C@H:18]([CH2:20][NH:21][C:22](=[O:24])[CH3:23])[O:17][C:16]2=[O:25])[CH:6]=[CH:7][C:8]=1[N:9]1[CH2:14][CH2:13][N:12]([C:33]2[O:37][C:36]([N+:38]([O-:40])=[O:39])=[CH:35][CH:34]=2)[CH2:11][CH2:10]1. (8) Given the reactants [CH3:1][O:2][C:3]([N:5]([C:27]1[CH:32]=[CH:31][CH:30]=[CH:29][CH:28]=1)[NH:6][C:7]([C:9]1[C:18]2[C:13](=[CH:14][CH:15]=[CH:16][C:17]=2C)[N:12]=[C:11]([C:20]2[CH:25]=[CH:24][CH:23]=[CH:22][CH:21]=2)[C:10]=1[OH:26])=[O:8])=[O:4].C([O-])([O-])=O.[K+].[K+].Cl.Cl[CH2:41][CH2:42][N:43]1[CH2:48][CH2:47][O:46][CH2:45][CH2:44]1.[I-].[Na+], predict the reaction product. The product is: [CH3:1][O:2][C:3]([N:5]([C:27]1[CH:28]=[CH:29][CH:30]=[CH:31][CH:32]=1)[NH:6][C:7]([C:9]1[C:18]2[C:13](=[CH:14][CH:15]=[CH:16][CH:17]=2)[N:12]=[C:11]([C:20]2[CH:25]=[CH:24][CH:23]=[CH:22][CH:21]=2)[C:10]=1[O:26][CH2:41][CH2:42][N:43]1[CH2:48][CH2:47][O:46][CH2:45][CH2:44]1)=[O:8])=[O:4]. (9) The product is: [Cl:1][C:2]1[CH:7]=[CH:6][C:5]([CH:8]([C:20]2[CH:21]=[C:22]([CH:30]=[CH:31][CH:32]=2)[C:23]([N:25]([CH2:27][CH2:28][OH:29])[CH3:26])=[O:24])[CH2:9]/[C:10](=[N:35]\[OH:36])/[C:12]2[CH:17]=[CH:16][C:15](=[O:18])[N:14]([CH3:19])[CH:13]=2)=[C:4]([F:33])[CH:3]=1. Given the reactants [Cl:1][C:2]1[CH:7]=[CH:6][C:5]([CH:8]([C:20]2[CH:21]=[C:22]([CH:30]=[CH:31][CH:32]=2)[C:23]([N:25]([CH2:27][CH2:28][OH:29])[CH3:26])=[O:24])[CH2:9][C:10]([C:12]2[CH:17]=[CH:16][C:15](=[O:18])[N:14]([CH3:19])[CH:13]=2)=O)=[C:4]([F:33])[CH:3]=1.Cl.[NH2:35][OH:36].C(=O)([O-])O.[Na+], predict the reaction product. (10) Given the reactants [C:1]([NH:4][C:5]([NH2:7])=[S:6])(=[NH:3])[NH2:2].Cl[CH2:9][C:10](=O)[CH3:11], predict the reaction product. The product is: [CH3:11][C:10]1[N:7]=[C:5]([NH:4][C:1]([NH2:2])=[NH:3])[S:6][CH:9]=1.